The task is: Predict the reactants needed to synthesize the given product.. This data is from Full USPTO retrosynthesis dataset with 1.9M reactions from patents (1976-2016). Given the product [CH3:33][O:34][C:2]1[C:7]([S:8]([N:11]2[CH2:32][CH2:31][C:14]3([C:18](=[O:19])[N:17]([C:20]4[CH:25]=[CH:24][C:23]([O:26][C:27]([F:30])([F:29])[F:28])=[CH:22][CH:21]=4)[CH2:16][CH2:15]3)[CH2:13][CH2:12]2)(=[O:10])=[O:9])=[CH:6][CH:5]=[CH:4][N:3]=1, predict the reactants needed to synthesize it. The reactants are: Cl[C:2]1[C:7]([S:8]([N:11]2[CH2:32][CH2:31][C:14]3([C:18](=[O:19])[N:17]([C:20]4[CH:25]=[CH:24][C:23]([O:26][C:27]([F:30])([F:29])[F:28])=[CH:22][CH:21]=4)[CH2:16][CH2:15]3)[CH2:13][CH2:12]2)(=[O:10])=[O:9])=[CH:6][CH:5]=[CH:4][N:3]=1.[CH3:33][O-:34].[Na+].